This data is from NCI-60 drug combinations with 297,098 pairs across 59 cell lines. The task is: Regression. Given two drug SMILES strings and cell line genomic features, predict the synergy score measuring deviation from expected non-interaction effect. (1) Drug 1: CC1C(C(CC(O1)OC2CC(CC3=C2C(=C4C(=C3O)C(=O)C5=C(C4=O)C(=CC=C5)OC)O)(C(=O)CO)O)N)O.Cl. Drug 2: CC1=C(C(=O)C2=C(C1=O)N3CC4C(C3(C2COC(=O)N)OC)N4)N. Cell line: SNB-75. Synergy scores: CSS=13.8, Synergy_ZIP=-4.68, Synergy_Bliss=0.125, Synergy_Loewe=-8.81, Synergy_HSA=0.920. (2) Drug 1: CC1=C(C=C(C=C1)NC2=NC=CC(=N2)N(C)C3=CC4=NN(C(=C4C=C3)C)C)S(=O)(=O)N.Cl. Drug 2: C1CC(C1)(C(=O)O)C(=O)O.[NH2-].[NH2-].[Pt+2]. Cell line: 786-0. Synergy scores: CSS=48.6, Synergy_ZIP=0.729, Synergy_Bliss=3.17, Synergy_Loewe=-1.03, Synergy_HSA=3.56. (3) Drug 1: CC1=CC2C(CCC3(C2CCC3(C(=O)C)OC(=O)C)C)C4(C1=CC(=O)CC4)C. Drug 2: CC1=C(C=C(C=C1)C(=O)NC2=CC(=CC(=C2)C(F)(F)F)N3C=C(N=C3)C)NC4=NC=CC(=N4)C5=CN=CC=C5. Cell line: TK-10. Synergy scores: CSS=-3.05, Synergy_ZIP=1.03, Synergy_Bliss=0.0483, Synergy_Loewe=-11.5, Synergy_HSA=-4.41. (4) Drug 1: CC1C(C(CC(O1)OC2CC(CC3=C2C(=C4C(=C3O)C(=O)C5=C(C4=O)C(=CC=C5)OC)O)(C(=O)CO)O)N)O.Cl. Drug 2: CN(C)C1=NC(=NC(=N1)N(C)C)N(C)C. Cell line: OVCAR3. Synergy scores: CSS=8.76, Synergy_ZIP=-1.50, Synergy_Bliss=-2.03, Synergy_Loewe=-3.84, Synergy_HSA=-2.03. (5) Drug 1: C1CCC(CC1)NC(=O)N(CCCl)N=O. Drug 2: C1=CC=C(C=C1)NC(=O)CCCCCCC(=O)NO. Cell line: HCT116. Synergy scores: CSS=27.1, Synergy_ZIP=-7.14, Synergy_Bliss=-3.75, Synergy_Loewe=-1.32, Synergy_HSA=0.389. (6) Drug 1: CN1CCC(CC1)COC2=C(C=C3C(=C2)N=CN=C3NC4=C(C=C(C=C4)Br)F)OC. Drug 2: CCC1(CC2CC(C3=C(CCN(C2)C1)C4=CC=CC=C4N3)(C5=C(C=C6C(=C5)C78CCN9C7C(C=CC9)(C(C(C8N6C)(C(=O)OC)O)OC(=O)C)CC)OC)C(=O)OC)O.OS(=O)(=O)O. Cell line: MOLT-4. Synergy scores: CSS=48.6, Synergy_ZIP=3.09, Synergy_Bliss=10.3, Synergy_Loewe=-16.3, Synergy_HSA=9.18. (7) Drug 1: CNC(=O)C1=NC=CC(=C1)OC2=CC=C(C=C2)NC(=O)NC3=CC(=C(C=C3)Cl)C(F)(F)F. Drug 2: CN1C2=C(C=C(C=C2)N(CCCl)CCCl)N=C1CCCC(=O)O.Cl. Cell line: UACC-257. Synergy scores: CSS=-1.92, Synergy_ZIP=0.751, Synergy_Bliss=-0.260, Synergy_Loewe=-1.05, Synergy_HSA=-1.83. (8) Drug 1: CS(=O)(=O)C1=CC(=C(C=C1)C(=O)NC2=CC(=C(C=C2)Cl)C3=CC=CC=N3)Cl. Drug 2: CCCCCOC(=O)NC1=NC(=O)N(C=C1F)C2C(C(C(O2)C)O)O. Cell line: UACC-257. Synergy scores: CSS=3.23, Synergy_ZIP=0.770, Synergy_Bliss=2.33, Synergy_Loewe=-0.524, Synergy_HSA=0.0852.